Dataset: Reaction yield outcomes from USPTO patents with 853,638 reactions. Task: Predict the reaction yield, written as a fraction of the theoretical maximum amount of product (1.0 means a 100% yield; for example, 0.34 means a 34% yield). (1) The reactants are [N+:1]([C:4]1[CH:5]=[C:6]2[C:10](=[CH:11][CH:12]=1)[NH:9][CH:8]=[CH:7]2)([O-:3])=[O:2].[Al+3].[Cl-].[Cl-].[Cl-].Br[C:18]([CH3:21])([CH3:20])[CH3:19]. The catalyst is C(Cl)Cl. The product is [C:18]([C:7]1[C:6]2[C:10](=[CH:11][CH:12]=[C:4]([N+:1]([O-:3])=[O:2])[CH:5]=2)[NH:9][CH:8]=1)([CH3:21])([CH3:20])[CH3:19]. The yield is 0.310. (2) The reactants are [C:1](I)([C:4]([C:7]([C:10]([C:13]([C:16]([C:19]([C:22]([C:25]([C:28]([F:31])([F:30])[F:29])([F:27])[F:26])([F:24])[F:23])([F:21])[F:20])([F:18])[F:17])([F:15])[F:14])([F:12])[F:11])([F:9])[F:8])([F:6])[F:5])([F:3])[F:2].Br[C:34]1[CH:39]=[C:38]([CH3:40])[CH:37]=[CH:36][C:35]=1[CH3:41].CS(C)=O.[I-].[K+]. The catalyst is [Cu].ClCCl. The product is [F:2][C:1]([F:3])([C:34]1[CH:39]=[C:38]([CH3:40])[CH:37]=[CH:36][C:35]=1[CH3:41])[C:4]([F:6])([F:5])[C:7]([F:9])([F:8])[C:10]([F:12])([F:11])[C:13]([F:15])([F:14])[C:16]([F:18])([F:17])[C:19]([F:21])([F:20])[C:22]([F:24])([F:23])[C:25]([F:27])([F:26])[C:28]([F:31])([F:30])[F:29]. The yield is 0.820.